This data is from Full USPTO retrosynthesis dataset with 1.9M reactions from patents (1976-2016). The task is: Predict the reactants needed to synthesize the given product. (1) Given the product [CH3:27][CH:26]([CH3:28])[CH2:25][CH2:24][N:1]1[C:9]2[C:4](=[CH:5][CH:6]=[CH:7][CH:8]=2)[C:3]2([C:21]3[C:12](=[CH:13][C:14]4[O:19][CH2:18][CH2:17][O:16][C:15]=4[CH:20]=3)[O:11][CH2:10]2)[C:2]1=[O:22], predict the reactants needed to synthesize it. The reactants are: [NH:1]1[C:9]2[C:4](=[CH:5][CH:6]=[CH:7][CH:8]=2)[C:3]2([C:21]3[C:12](=[CH:13][C:14]4[O:19][CH2:18][CH2:17][O:16][C:15]=4[CH:20]=3)[O:11][CH2:10]2)[C:2]1=[O:22].Br[CH2:24][CH2:25][CH:26]([CH3:28])[CH3:27].BrCC1CCCCO1. (2) Given the product [CH2:21]([NH:15][C@H:16]([CH2:19][CH3:20])[CH2:17][OH:18])[C:22]1[CH:27]=[CH:26][CH:25]=[CH:24][CH:23]=1, predict the reactants needed to synthesize it. The reactants are: C(O[BH-](OC(=O)C)OC(=O)C)(=O)C.[Na+].[NH2:15][C@H:16]([CH2:19][CH3:20])[CH2:17][OH:18].[CH:21](=O)[C:22]1[CH:27]=[CH:26][CH:25]=[CH:24][CH:23]=1. (3) Given the product [Br-:15].[Br-:15].[F:6][C:7]([F:23])([F:22])[C:8]1[CH:13]=[C:12]([CH2:14][S+:1]2[CH2:5][CH2:4][CH2:3][CH2:2]2)[C:11]([C:16]([F:19])([F:18])[F:17])=[CH:10][C:9]=1[CH2:20][S+:1]1[CH2:5][CH2:4][CH2:3][CH2:2]1, predict the reactants needed to synthesize it. The reactants are: [S:1]1[CH2:5][CH2:4][CH2:3][CH2:2]1.[F:6][C:7]([F:23])([F:22])[C:8]1[CH:13]=[C:12]([CH2:14][Br:15])[C:11]([C:16]([F:19])([F:18])[F:17])=[CH:10][C:9]=1[CH2:20]Br. (4) Given the product [Cl:8][C:5]1[CH:6]=[CH:7][C:2]([C@@:30]2([O:51][CH3:22])[C@H:29]([OH:28])[C@@H:34]([OH:35])[C@H:33]([OH:40])[C@@H:32]([CH2:45][OH:46])[O:31]2)=[CH:3][C:4]=1[CH2:9][C:10]1[CH:15]=[CH:14][C:13]([O:16][C:17]([F:20])([F:19])[F:18])=[CH:12][CH:11]=1, predict the reactants needed to synthesize it. The reactants are: Br[C:2]1[CH:7]=[CH:6][C:5]([Cl:8])=[C:4]([CH2:9][C:10]2[CH:15]=[CH:14][C:13]([O:16][C:17]([F:20])([F:19])[F:18])=[CH:12][CH:11]=2)[CH:3]=1.[Li][CH2:22]CCC.C[Si](C)(C)[O:28][C@@H:29]1[C@@H:34]([O:35][Si](C)(C)C)[C@H:33]([O:40][Si](C)(C)C)[C@@H:32]([CH2:45][O:46][Si](C)(C)C)[O:31][C:30]1=[O:51].CS(O)(=O)=O.